Dataset: Catalyst prediction with 721,799 reactions and 888 catalyst types from USPTO. Task: Predict which catalyst facilitates the given reaction. Reactant: [Cl:1][C:2]1[CH:3]=[C:4]([NH:9][C:10]2[N:15]=[C:14]([NH:16][CH2:17][CH2:18][CH2:19][N:20]([CH3:22])[CH3:21])[C:13]([C:23]3[CH:24]=[N:25][CH:26]=[C:27]([CH:30]=3)[C:28]#[N:29])=[CH:12][N:11]=2)[CH:5]=[CH:6][C:7]=1[F:8].[NH2:31][OH:32]. Product: [Cl:1][C:2]1[CH:3]=[C:4]([NH:9][C:10]2[N:15]=[C:14]([NH:16][CH2:17][CH2:18][CH2:19][N:20]([CH3:22])[CH3:21])[C:13]([C:23]3[CH:24]=[N:25][CH:26]=[C:27]([CH:30]=3)/[C:28](=[N:31]/[OH:32])/[NH2:29])=[CH:12][N:11]=2)[CH:5]=[CH:6][C:7]=1[F:8]. The catalyst class is: 12.